Dataset: Reaction yield outcomes from USPTO patents with 853,638 reactions. Task: Predict the reaction yield, written as a fraction of the theoretical maximum amount of product (1.0 means a 100% yield; for example, 0.34 means a 34% yield). (1) The reactants are C([N:8]1[CH2:13][CH2:12][N:11](CC2C=CC=CC=2)[CH2:10][CH:9]1[CH2:21][O:22][CH3:23])C1C=CC=CC=1. The catalyst is C(O)C.[Pd]. The product is [CH3:23][O:22][CH2:21][CH:9]1[CH2:10][NH:11][CH2:12][CH2:13][NH:8]1. The yield is 0.840. (2) The reactants are [CH2:1]1[CH2:10][O:9][C:8]2[CH:7]=[CH:6][C:5]([NH:11][C:12]3[C:17]([F:18])=[CH:16][N:15]=[C:14]([NH:19][C:20]4[CH:25]=[CH:24][CH:23]=[C:22](O)[CH:21]=4)[N:13]=3)=[CH:4][C:3]=2[O:2]1.ClC1N=C(NC2C=CC3OCCOC=3C=2)C(F)=CN=1.[CH2:46]([N:53]1[CH2:58][CH2:57][N:56](C2C=CC(N)=CC=2)[CH2:55][CH2:54]1)[C:47]1[CH:52]=[CH:51][CH:50]=[CH:49][CH:48]=1. No catalyst specified. The product is [CH2:46]([N:53]1[CH2:58][CH2:57][N:56]([C:23]2[CH:22]=[CH:21][C:20]([NH:19][C:14]3[N:13]=[C:12]([NH:11][C:5]4[CH:6]=[CH:7][C:8]5[O:9][CH2:10][CH2:1][O:2][C:3]=5[CH:4]=4)[C:17]([F:18])=[CH:16][N:15]=3)=[CH:25][CH:24]=2)[CH2:55][CH2:54]1)[C:47]1[CH:48]=[CH:49][CH:50]=[CH:51][CH:52]=1. The yield is 0.330. (3) The yield is 0.900. The product is [S:9]1[CH:10]=[CH:11][C:7]2[CH:6]=[C:5]([C:1]#[N:2])[CH:13]=[CH:12][C:8]1=2. The catalyst is CN(C=O)C. The reactants are [C:1]([Cu])#[N:2].Br[C:5]1[CH:13]=[CH:12][C:8]2[S:9][CH:10]=[CH:11][C:7]=2[CH:6]=1.N1C=CC=CC=1.C(N)CN. (4) The reactants are [C:1]([O:5][C:6](=[O:44])[CH:7]([NH:17][C:18]([NH:20][CH:21]([C:37]([O:39][C:40]([CH3:43])([CH3:42])[CH3:41])=[O:38])[CH2:22][CH2:23][CH2:24][CH2:25][NH:26]C(OCC1C=CC=CC=1)=O)=[O:19])[CH2:8][CH2:9][C:10]([O:12][C:13]([CH3:16])([CH3:15])[CH3:14])=[O:11])([CH3:4])([CH3:3])[CH3:2].C([O-])=O.[NH4+]. The catalyst is C(O)C.[Pd]. The product is [C:1]([O:5][C:6](=[O:44])[CH:7]([NH:17][C:18]([NH:20][CH:21]([C:37]([O:39][C:40]([CH3:43])([CH3:42])[CH3:41])=[O:38])[CH2:22][CH2:23][CH2:24][CH2:25][NH2:26])=[O:19])[CH2:8][CH2:9][C:10]([O:12][C:13]([CH3:16])([CH3:15])[CH3:14])=[O:11])([CH3:2])([CH3:3])[CH3:4]. The yield is 0.980.